From a dataset of Full USPTO retrosynthesis dataset with 1.9M reactions from patents (1976-2016). Predict the reactants needed to synthesize the given product. (1) Given the product [C:75]([O:74][C:73](=[O:79])[CH2:72][N:42]([CH2:41][C:40](=[O:80])[O:39][C:35]([CH3:38])([CH3:37])[CH3:36])[C:43](=[O:71])[CH2:44][N:45]1[CH:49]=[CH:48][N:47]=[C:46]1[CH2:50][N:51]([CH2:60][C:61]1[CH:66]=[CH:65][C:64]([O:67][CH2:68][C:69]#[CH:70])=[CH:63][CH:62]=1)[CH2:52][CH2:53][CH2:54][CH2:55][CH2:56][C:57](=[O:58])[NH:1][CH2:2][CH2:3][CH2:4][CH2:5][C@@H:6]([C:7]([O:9][C:10]([CH3:13])([CH3:12])[CH3:11])=[O:8])[NH:14][C:15](=[O:34])[NH:16][C@H:17]([C:18]([O:20][C:21]([CH3:22])([CH3:23])[CH3:24])=[O:19])[CH2:25][CH2:26][C:27]([O:29][C:30]([CH3:33])([CH3:32])[CH3:31])=[O:28])([CH3:78])([CH3:76])[CH3:77], predict the reactants needed to synthesize it. The reactants are: [NH2:1][CH2:2][CH2:3][CH2:4][CH2:5][C@H:6]([NH:14][C:15](=[O:34])[NH:16][C@@H:17]([CH2:25][CH2:26][C:27]([O:29][C:30]([CH3:33])([CH3:32])[CH3:31])=[O:28])[C:18]([O:20][C:21]([CH3:24])([CH3:23])[CH3:22])=[O:19])[C:7]([O:9][C:10]([CH3:13])([CH3:12])[CH3:11])=[O:8].[C:35]([O:39][C:40](=[O:80])[CH2:41][N:42]([CH2:72][C:73](=[O:79])[O:74][C:75]([CH3:78])([CH3:77])[CH3:76])[C:43](=[O:71])[CH2:44][N:45]1[CH:49]=[CH:48][N:47]=[C:46]1[CH2:50][N:51]([CH2:60][C:61]1[CH:66]=[CH:65][C:64]([O:67][CH2:68][C:69]#[CH:70])=[CH:63][CH:62]=1)[CH2:52][CH2:53][CH2:54][CH2:55][CH2:56][C:57](O)=[O:58])([CH3:38])([CH3:37])[CH3:36].CCN=C=NCCCN(C)C.C1C=CC2N(O)N=NC=2C=1.CCN(C(C)C)C(C)C. (2) Given the product [CH3:1][O:2][C:3]([C@H:5]1[C@H:10]([CH3:11])[O:9][C@@H:8]([CH3:12])[CH2:7][N:6]1[S:13][C:14]1[CH:15]=[CH:16][C:17]([OH:20])=[CH:18][CH:19]=1)=[O:4], predict the reactants needed to synthesize it. The reactants are: [CH3:1][O:2][C:3]([C@H:5]1[C@H:10]([CH3:11])[O:9][C@@H:8]([CH3:12])[CH2:7][N:6]1[S:13][C:14]1[CH:19]=[CH:18][C:17]([O:20]CC2C=CC(F)=CC=2)=[CH:16][CH:15]=1)=[O:4].